From a dataset of NCI-60 drug combinations with 297,098 pairs across 59 cell lines. Regression. Given two drug SMILES strings and cell line genomic features, predict the synergy score measuring deviation from expected non-interaction effect. (1) Drug 1: CC=C1C(=O)NC(C(=O)OC2CC(=O)NC(C(=O)NC(CSSCCC=C2)C(=O)N1)C(C)C)C(C)C. Drug 2: C1C(C(OC1N2C=NC3=C2NC=NCC3O)CO)O. Cell line: MOLT-4. Synergy scores: CSS=40.7, Synergy_ZIP=-2.66, Synergy_Bliss=-4.37, Synergy_Loewe=-29.9, Synergy_HSA=-2.86. (2) Drug 1: C1=C(C(=O)NC(=O)N1)N(CCCl)CCCl. Drug 2: CC1=C(C(CCC1)(C)C)C=CC(=CC=CC(=CC(=O)O)C)C. Cell line: HCT-15. Synergy scores: CSS=16.6, Synergy_ZIP=0.0631, Synergy_Bliss=0.0933, Synergy_Loewe=-1.56, Synergy_HSA=-0.751. (3) Drug 1: C1CCN(CC1)CCOC2=CC=C(C=C2)C(=O)C3=C(SC4=C3C=CC(=C4)O)C5=CC=C(C=C5)O. Drug 2: CC1=C(N=C(N=C1N)C(CC(=O)N)NCC(C(=O)N)N)C(=O)NC(C(C2=CN=CN2)OC3C(C(C(C(O3)CO)O)O)OC4C(C(C(C(O4)CO)O)OC(=O)N)O)C(=O)NC(C)C(C(C)C(=O)NC(C(C)O)C(=O)NCCC5=NC(=CS5)C6=NC(=CS6)C(=O)NCCC[S+](C)C)O. Cell line: COLO 205. Synergy scores: CSS=-8.72, Synergy_ZIP=4.63, Synergy_Bliss=-0.385, Synergy_Loewe=-11.7, Synergy_HSA=-9.15. (4) Drug 1: CC12CCC(CC1=CCC3C2CCC4(C3CC=C4C5=CN=CC=C5)C)O. Drug 2: CC1=C(C(=CC=C1)Cl)NC(=O)C2=CN=C(S2)NC3=CC(=NC(=N3)C)N4CCN(CC4)CCO. Cell line: RPMI-8226. Synergy scores: CSS=35.0, Synergy_ZIP=-0.163, Synergy_Bliss=-3.55, Synergy_Loewe=-5.45, Synergy_HSA=-5.34. (5) Drug 2: C(CN)CNCCSP(=O)(O)O. Drug 1: C(=O)(N)NO. Synergy scores: CSS=3.82, Synergy_ZIP=-1.57, Synergy_Bliss=3.33, Synergy_Loewe=0.934, Synergy_HSA=2.32. Cell line: OVCAR-5.